From a dataset of Catalyst prediction with 721,799 reactions and 888 catalyst types from USPTO. Predict which catalyst facilitates the given reaction. (1) Reactant: [C:1]([CH:4]1[CH2:6][CH2:5]1)(=[O:3])[CH3:2].[F:7][C:8]1[CH:13]=[CH:12][C:11]([Mg]Br)=[CH:10][CH:9]=1.O.C(OCC)(=O)C. Product: [CH:4]1([C:1]([C:11]2[CH:12]=[CH:13][C:8]([F:7])=[CH:9][CH:10]=2)([OH:3])[CH3:2])[CH2:6][CH2:5]1. The catalyst class is: 469. (2) Product: [CH3:17][O:18][C:19]1[CH:20]=[C:21]([C:14]2[CH:13]=[N:12][C:11]3=[C:7]([N:4]4[CH2:5][CH2:6][O:1][CH2:2][CH2:3]4)[S:8][N:9]=[C:10]3[CH:15]=2)[CH:22]=[C:23]([O:25][CH3:26])[CH:24]=1. Reactant: [O:1]1[CH2:6][CH2:5][N:4]([C:7]2[S:8][N:9]=[C:10]3[CH:15]=[C:14](Br)[CH:13]=[N:12][C:11]=23)[CH2:3][CH2:2]1.[CH3:17][O:18][C:19]1[CH:20]=[C:21](B(O)O)[CH:22]=[C:23]([O:25][CH3:26])[CH:24]=1.C([O-])([O-])=O.[K+].[K+]. The catalyst class is: 73. (3) The catalyst class is: 5. Reactant: [CH2:1]([N:8]([CH2:19][CH2:20][O:21][Si](C(C)(C)C)(C)C)[C:9](=[O:18])[C:10]1[CH:15]=[CH:14][N+:13]([O-:16])=[CH:12][C:11]=1[F:17])[C:2]1[CH:7]=[CH:6][CH:5]=[CH:4][CH:3]=1.Cl. Product: [CH2:1]([N:8]([CH2:19][CH2:20][OH:21])[C:9](=[O:18])[C:10]1[CH:15]=[CH:14][N+:13]([O-:16])=[CH:12][C:11]=1[F:17])[C:2]1[CH:7]=[CH:6][CH:5]=[CH:4][CH:3]=1. (4) Reactant: [Cl:1][C:2]1[CH:3]=[CH:4][C:5]([CH:23]=[O:24])=[C:6]2[C:10]=1[N:9]=[C:8]1[N:11]([C:15]3[CH:20]=[CH:19][C:18]([Cl:21])=[CH:17][C:16]=3[Cl:22])[CH2:12][CH2:13][CH2:14][N:7]21.[CH:25]([Mg]Cl)([CH3:27])[CH3:26]. Product: [Cl:1][C:2]1[C:10]2[N:9]=[C:8]3[N:11]([C:15]4[CH:20]=[CH:19][C:18]([Cl:21])=[CH:17][C:16]=4[Cl:22])[CH2:12][CH2:13][CH2:14][N:7]3[C:6]=2[C:5]([CH:23]([OH:24])[CH:25]([CH3:27])[CH3:26])=[CH:4][CH:3]=1. The catalyst class is: 7. (5) Reactant: [F:1][C:2]1[CH:7]=[CH:6][CH:5]=[CH:4][C:3]=1[C:8]1[N:13]=[C:12]([CH3:14])[C:11]([CH:15]([CH2:20][CH2:21][CH3:22])[C:16]([O:18]C)=[O:17])=[C:10]([C:23]2[CH:28]=[CH:27][C:26]([CH3:29])=[CH:25][CH:24]=2)[N:9]=1.[OH-].[Na+]. Product: [F:1][C:2]1[CH:7]=[CH:6][CH:5]=[CH:4][C:3]=1[C:8]1[N:13]=[C:12]([CH3:14])[C:11]([CH:15]([CH2:20][CH2:21][CH3:22])[C:16]([OH:18])=[O:17])=[C:10]([C:23]2[CH:24]=[CH:25][C:26]([CH3:29])=[CH:27][CH:28]=2)[N:9]=1. The catalyst class is: 5.